Dataset: Catalyst prediction with 721,799 reactions and 888 catalyst types from USPTO. Task: Predict which catalyst facilitates the given reaction. (1) Reactant: [C:1]1([CH3:26])[CH:6]=[C:5]([CH3:7])[CH:4]=[C:3]([CH3:8])[C:2]=1[NH:9][C:10]1[S:11][C:12]2[C:18]([N+:19]([O-:21])=[O:20])=[CH:17][C:16]([C:22](OC)=[O:23])=[CH:15][C:13]=2[N:14]=1.[BH4-].[Li+].O1CCCC1. Product: [C:1]1([CH3:26])[CH:6]=[C:5]([CH3:7])[CH:4]=[C:3]([CH3:8])[C:2]=1[NH:9][C:10]1[S:11][C:12]2[C:18]([N+:19]([O-:21])=[O:20])=[CH:17][C:16]([CH2:22][OH:23])=[CH:15][C:13]=2[N:14]=1. The catalyst class is: 27. (2) Reactant: CS(Cl)(=O)=[O:3].Cl[C:7]1[CH:14]=[C:13]([CH2:15][OH:16])C=[C:11](Cl)[C:8]=1[CH:9]=O.C(N([CH2:23][CH3:24])CC)C. Product: [CH3:13][CH2:14][CH2:7][CH:8]([CH3:11])[CH3:9].[C:23]([O:16][CH2:15][CH3:13])(=[O:3])[CH3:24]. The catalyst class is: 4. (3) Reactant: [F:1][C:2]([F:7])([F:6])[C:3]([OH:5])=[O:4].[N:8]1[C:13]2[NH:14][CH:15]=[CH:16][C:12]=2[C:11]([C:17]2[CH:18]=[N:19][N:20]([C@@H:22]3[CH2:27][CH2:26][C@H:25]([CH2:28][S:29]([C:31]4[CH:38]=[CH:37][CH:36]=[CH:35][C:32]=4[C:33]#[N:34])=[O:30])[CH2:24][CH2:23]3)[CH:21]=2)=[N:10][CH:9]=1.C1C=C(Cl)C=C(C(OO)=[O:47])C=1.CC#N.O. Product: [F:1][C:2]([F:7])([F:6])[C:3]([OH:5])=[O:4].[N:8]1[C:13]2[NH:14][CH:15]=[CH:16][C:12]=2[C:11]([C:17]2[CH:18]=[N:19][N:20]([C@@H:22]3[CH2:27][CH2:26][C@H:25]([CH2:28][S:29]([C:31]4[CH:38]=[CH:37][CH:36]=[CH:35][C:32]=4[C:33]#[N:34])(=[O:47])=[O:30])[CH2:24][CH2:23]3)[CH:21]=2)=[N:10][CH:9]=1. The catalyst class is: 2. (4) The catalyst class is: 2. Reactant: [N:1]1([C:7]2[CH:12]=[CH:11][C:10]([NH2:13])=[CH:9][N:8]=2)[CH2:6][CH2:5][CH2:4][CH2:3][CH2:2]1.N1C=CC=CC=1.[C:20]1([O:26][C:27](Cl)=[O:28])[CH:25]=[CH:24][CH:23]=[CH:22][CH:21]=1.O. Product: [C:20]1([O:26][C:27](=[O:28])[NH:13][C:10]2[CH:11]=[CH:12][C:7]([N:1]3[CH2:2][CH2:3][CH2:4][CH2:5][CH2:6]3)=[N:8][CH:9]=2)[CH:25]=[CH:24][CH:23]=[CH:22][CH:21]=1. (5) Reactant: [OH-].[Na+].[CH3:3][N:4]1[C:9](=[O:10])[C:8]2[C:11]([S:25][CH2:26][CH2:27][CH2:28][C:29]([O:31]C)=[O:30])=[C:12]([CH2:14][C:15]3[C:24]4[C:19](=[CH:20][CH:21]=[CH:22][CH:23]=4)[CH:18]=[CH:17][CH:16]=3)[S:13][C:7]=2[N:6]([CH2:33][CH:34]([CH3:36])[CH3:35])[C:5]1=[O:37].Cl. Product: [CH3:3][N:4]1[C:9](=[O:10])[C:8]2[C:11]([S:25][CH2:26][CH2:27][CH2:28][C:29]([OH:31])=[O:30])=[C:12]([CH2:14][C:15]3[C:24]4[C:19](=[CH:20][CH:21]=[CH:22][CH:23]=4)[CH:18]=[CH:17][CH:16]=3)[S:13][C:7]=2[N:6]([CH2:33][CH:34]([CH3:35])[CH3:36])[C:5]1=[O:37]. The catalyst class is: 364. (6) Reactant: [Cl:1][C:2]1[C:7]([N+:8]([O-:10])=[O:9])=[CH:6][CH:5]=[CH:4][C:3]=1[CH2:11][OH:12].C1C=C[NH+]=CC=1.[O-][Cr](Cl)(=O)=O. Product: [Cl:1][C:2]1[C:7]([N+:8]([O-:10])=[O:9])=[CH:6][CH:5]=[CH:4][C:3]=1[CH:11]=[O:12]. The catalyst class is: 2. (7) Reactant: [Si]([O:8][C:9]1[CH:14]=[CH:13][C:12]([NH:15][C:16]([NH:18][C:19]2[S:20][CH:21]=[C:22]([C:24]([F:27])([F:26])[F:25])[N:23]=2)=[S:17])=[C:11]([CH3:28])[CH:10]=1)(C(C)(C)C)(C)C.[F-].C([N+](CCCC)(CCCC)CCCC)CCC. Product: [OH:8][C:9]1[CH:14]=[CH:13][C:12]([NH:15][C:16]([NH:18][C:19]2[S:20][CH:21]=[C:22]([C:24]([F:27])([F:26])[F:25])[N:23]=2)=[S:17])=[C:11]([CH3:28])[CH:10]=1. The catalyst class is: 20. (8) Reactant: [CH3:1][N:2]([CH3:15])[S:3]([N:6]1[CH:10]=[CH:9][C:8]([C:11]([F:14])([F:13])[F:12])=[N:7]1)(=[O:5])=[O:4].C([Li])CCC.[Cl:21]C(Cl)(Cl)C(Cl)(Cl)Cl. Product: [Cl:21][C:10]1[N:6]([S:3]([N:2]([CH3:15])[CH3:1])(=[O:5])=[O:4])[N:7]=[C:8]([C:11]([F:14])([F:12])[F:13])[CH:9]=1. The catalyst class is: 7. (9) Reactant: [Na+].[F:2][C:3]1[CH:4]=[C:5]([CH:37]=[CH:38][CH:39]=1)[CH2:6][N:7]([CH3:36])[C:8]([C:10]1[C:11]([CH:33]([CH3:35])[CH3:34])=[C:12]([CH2:22][CH2:23][CH:24]([OH:32])[CH2:25][CH:26]([OH:31])[CH2:27][C:28]([O-:30])=O)[N:13]([C:15]2[CH:20]=[CH:19][C:18]([F:21])=[CH:17][CH:16]=2)[N:14]=1)=[O:9].C(O)(C(F)(F)F)=O. Product: [F:2][C:3]1[CH:4]=[C:5]([CH:37]=[CH:38][CH:39]=1)[CH2:6][N:7]([CH3:36])[C:8]([C:10]1[C:11]([CH:33]([CH3:35])[CH3:34])=[C:12]([CH2:22][CH2:23][CH:24]2[CH2:25][CH:26]([OH:31])[CH2:27][C:28](=[O:30])[O:32]2)[N:13]([C:15]2[CH:20]=[CH:19][C:18]([F:21])=[CH:17][CH:16]=2)[N:14]=1)=[O:9]. The catalyst class is: 210.